The task is: Predict the product of the given reaction.. This data is from Forward reaction prediction with 1.9M reactions from USPTO patents (1976-2016). Given the reactants [C:1]([O:5][C:6](=[O:31])[CH2:7][O:8][C:9]1[CH:14]=[CH:13][C:12]([Cl:15])=[CH:11][C:10]=1[C:16]#[C:17][C:18]1[CH:23]=[C:22]([S:24]([CH2:27]CC)(=[O:26])=[O:25])[CH:21]=[CH:20][C:19]=1F)([CH3:4])([CH3:3])[CH3:2].C(OC(=O)CO[C:40]1[CH:45]=[CH:44][C:43](Cl)=[CH:42][C:41]=1C#C)(C)(C)C.BrC1C=CC(C2C=CC=CC=2)=C(S(C)(=O)=O)C=1, predict the reaction product. The product is: [C:1]([O:5][C:6](=[O:31])[CH2:7][O:8][C:9]1[CH:14]=[CH:13][C:12]([Cl:15])=[CH:11][C:10]=1[C:16]#[C:17][C:18]1[CH:19]=[CH:20][C:21]([C:40]2[CH:45]=[CH:44][CH:43]=[CH:42][CH:41]=2)=[C:22]([S:24]([CH3:27])(=[O:26])=[O:25])[CH:23]=1)([CH3:2])([CH3:3])[CH3:4].